Dataset: Catalyst prediction with 721,799 reactions and 888 catalyst types from USPTO. Task: Predict which catalyst facilitates the given reaction. (1) Reactant: [CH2:1]([O:3][C:4]([C:6]1[CH:11]=[C:10]([OH:12])[CH:9]=[C:8]([CH2:13][O:14][CH:15]2[CH2:20][CH2:19][CH2:18][CH2:17][O:16]2)[N:7]=1)=[O:5])[CH3:2].C(N(CC)CC)C.[F:28][C:29]([F:42])([F:41])[S:30](O[S:30]([C:29]([F:42])([F:41])[F:28])(=[O:32])=[O:31])(=[O:32])=[O:31].C(=O)([O-])O.[Na+]. Product: [CH2:1]([O:3][C:4]([C:6]1[CH:11]=[C:10]([O:12][S:30]([C:29]([F:42])([F:41])[F:28])(=[O:32])=[O:31])[CH:9]=[C:8]([CH2:13][O:14][CH:15]2[CH2:20][CH2:19][CH2:18][CH2:17][O:16]2)[N:7]=1)=[O:5])[CH3:2]. The catalyst class is: 22. (2) Reactant: [NH:1]([C:13]([O:15][C:16]([CH3:19])([CH3:18])[CH3:17])=[O:14])[C@@H:2]([C:10]([OH:12])=O)[CH2:3][C:4]1[CH:9]=[CH:8][CH:7]=[CH:6][CH:5]=1.CN1CCOCC1.ClC(OCC(C)C)=O.[O:35]1[CH2:40][CH2:39][CH:38]([CH2:41][N:42]2[CH2:47][CH2:46][CH:45]([CH2:48][NH2:49])[CH2:44][CH2:43]2)[CH2:37][CH2:36]1.[OH-].[Na+]. Product: [C:16]([O:15][C:13](=[O:14])[NH:1][C@@H:2]([C:10](=[O:12])[NH:49][CH2:48][CH:45]1[CH2:44][CH2:43][N:42]([CH2:41][CH:38]2[CH2:37][CH2:36][O:35][CH2:40][CH2:39]2)[CH2:47][CH2:46]1)[CH2:3][C:4]1[CH:5]=[CH:6][CH:7]=[CH:8][CH:9]=1)([CH3:19])([CH3:18])[CH3:17]. The catalyst class is: 4.